The task is: Regression. Given two drug SMILES strings and cell line genomic features, predict the synergy score measuring deviation from expected non-interaction effect.. This data is from NCI-60 drug combinations with 297,098 pairs across 59 cell lines. (1) Drug 1: C1CN1P(=S)(N2CC2)N3CC3. Drug 2: CC(C)(C#N)C1=CC(=CC(=C1)CN2C=NC=N2)C(C)(C)C#N. Cell line: UO-31. Synergy scores: CSS=0.401, Synergy_ZIP=-0.203, Synergy_Bliss=-0.141, Synergy_Loewe=-2.27, Synergy_HSA=-2.18. (2) Drug 2: C1CN(P(=O)(OC1)NCCCl)CCCl. Synergy scores: CSS=-0.117, Synergy_ZIP=1.33, Synergy_Bliss=7.58, Synergy_Loewe=5.02, Synergy_HSA=5.09. Cell line: BT-549. Drug 1: CCCS(=O)(=O)NC1=C(C(=C(C=C1)F)C(=O)C2=CNC3=C2C=C(C=N3)C4=CC=C(C=C4)Cl)F. (3) Drug 1: C1CCN(CC1)CCOC2=CC=C(C=C2)C(=O)C3=C(SC4=C3C=CC(=C4)O)C5=CC=C(C=C5)O. Drug 2: C1=NNC2=C1C(=O)NC=N2. Cell line: MALME-3M. Synergy scores: CSS=-0.801, Synergy_ZIP=1.53, Synergy_Bliss=2.91, Synergy_Loewe=-1.44, Synergy_HSA=-0.566. (4) Drug 1: CCC1=CC2CC(C3=C(CN(C2)C1)C4=CC=CC=C4N3)(C5=C(C=C6C(=C5)C78CCN9C7C(C=CC9)(C(C(C8N6C)(C(=O)OC)O)OC(=O)C)CC)OC)C(=O)OC.C(C(C(=O)O)O)(C(=O)O)O. Drug 2: CN(C)N=NC1=C(NC=N1)C(=O)N. Cell line: UACC62. Synergy scores: CSS=49.4, Synergy_ZIP=-2.32, Synergy_Bliss=-4.52, Synergy_Loewe=-35.7, Synergy_HSA=-3.70. (5) Drug 1: C1CCC(C1)C(CC#N)N2C=C(C=N2)C3=C4C=CNC4=NC=N3. Drug 2: CC1C(C(=O)NC(C(=O)N2CCCC2C(=O)N(CC(=O)N(C(C(=O)O1)C(C)C)C)C)C(C)C)NC(=O)C3=C4C(=C(C=C3)C)OC5=C(C(=O)C(=C(C5=N4)C(=O)NC6C(OC(=O)C(N(C(=O)CN(C(=O)C7CCCN7C(=O)C(NC6=O)C(C)C)C)C)C(C)C)C)N)C. Cell line: HCC-2998. Synergy scores: CSS=3.94, Synergy_ZIP=12.3, Synergy_Bliss=15.4, Synergy_Loewe=10.6, Synergy_HSA=11.0. (6) Drug 1: C1C(C(OC1N2C=NC(=NC2=O)N)CO)O. Drug 2: CC1CCCC2(C(O2)CC(NC(=O)CC(C(C(=O)C(C1O)C)(C)C)O)C(=CC3=CSC(=N3)C)C)C. Cell line: NCI-H226. Synergy scores: CSS=29.7, Synergy_ZIP=2.87, Synergy_Bliss=2.21, Synergy_Loewe=-13.0, Synergy_HSA=0.881. (7) Synergy scores: CSS=-7.49, Synergy_ZIP=-2.53, Synergy_Bliss=-12.3, Synergy_Loewe=-12.1, Synergy_HSA=-12.4. Drug 1: CC12CCC(CC1=CCC3C2CCC4(C3CC=C4C5=CN=CC=C5)C)O. Drug 2: C1=NC2=C(N=C(N=C2N1C3C(C(C(O3)CO)O)O)F)N. Cell line: M14. (8) Drug 1: CCC1=CC2CC(C3=C(CN(C2)C1)C4=CC=CC=C4N3)(C5=C(C=C6C(=C5)C78CCN9C7C(C=CC9)(C(C(C8N6C)(C(=O)OC)O)OC(=O)C)CC)OC)C(=O)OC.C(C(C(=O)O)O)(C(=O)O)O. Drug 2: C1=NC2=C(N1)C(=S)N=CN2. Cell line: ACHN. Synergy scores: CSS=23.6, Synergy_ZIP=-6.21, Synergy_Bliss=-0.172, Synergy_Loewe=-2.40, Synergy_HSA=1.58. (9) Drug 1: C1=CC(=CC=C1CCCC(=O)O)N(CCCl)CCCl. Drug 2: C(CN)CNCCSP(=O)(O)O. Cell line: K-562. Synergy scores: CSS=3.32, Synergy_ZIP=-5.66, Synergy_Bliss=-0.879, Synergy_Loewe=-10.3, Synergy_HSA=-4.57.